This data is from Forward reaction prediction with 1.9M reactions from USPTO patents (1976-2016). The task is: Predict the product of the given reaction. (1) Given the reactants [Li].[CH2:2]([C:8]1[S:9][CH:10]=[C:11]2[O:16][CH2:15][CH2:14][O:13][C:12]=12)[CH2:3][CH2:4][CH2:5][CH2:6][CH3:7].[CH2:17]([Sn:21](Br)([CH2:26][CH2:27][CH2:28][CH3:29])[CH2:22][CH2:23][CH2:24][CH3:25])[CH2:18][CH2:19][CH3:20].[F-].[Na+], predict the reaction product. The product is: [CH2:26]([Sn:21]([CH2:17][CH2:18][CH2:19][CH3:20])([CH2:22][CH2:23][CH2:24][CH3:25])[C:10]1[S:9][C:8]([CH2:2][CH2:3][CH2:4][CH2:5][CH2:6][CH3:7])=[C:12]2[O:13][CH2:14][CH2:15][O:16][C:11]=12)[CH2:27][CH2:28][CH3:29]. (2) Given the reactants [NH2:1][C:2]1[C:11]([O:12][CH3:13])=[C:10]([CH3:14])[CH:9]=[CH:8][C:3]=1[C:4]([O:6]C)=O.[NH2:15][C:16](N)=[O:17], predict the reaction product. The product is: [CH3:13][O:12][C:11]1[C:10]([CH3:14])=[CH:9][CH:8]=[C:3]2[C:2]=1[N:1]=[C:16]([OH:17])[N:15]=[C:4]2[OH:6]. (3) Given the reactants [Na].[NH2:2][C:3]([NH2:5])=[O:4].C([O:8][C:9]([C:11]1([C:38](OCC)=[O:39])[CH2:15][CH2:14][CH2:13][N:12]1[C:16]1[CH:17]=[N:18][C:19]([O:22][C:23]2[CH:24]=[C:25]3[C:29](=[CH:30][CH:31]=2)[N:28]([C:32]2[CH:33]=[N:34][CH:35]=[CH:36][CH:37]=2)[N:27]=[CH:26]3)=[CH:20][CH:21]=1)=O)C, predict the reaction product. The product is: [N:34]1[CH:35]=[CH:36][CH:37]=[C:32]([N:28]2[C:29]3[C:25](=[CH:24][C:23]([O:22][C:19]4[N:18]=[CH:17][C:16]([N:12]5[C:11]6([C:38](=[O:39])[NH:5][C:3](=[O:4])[NH:2][C:9]6=[O:8])[CH2:15][CH2:14][CH2:13]5)=[CH:21][CH:20]=4)=[CH:31][CH:30]=3)[CH:26]=[N:27]2)[CH:33]=1. (4) Given the reactants [CH:1]1([N:7]2[C:12](=[O:13])[C:11]([C:14]([NH:16][CH2:17][C:18]([O:20]CC)=[O:19])=[O:15])=[C:10]([OH:23])[C:9]([C:24]([O:26]C)=O)=[C:8]2[OH:28])[CH2:6][CH2:5][CH2:4][CH2:3][CH2:2]1.[CH:29]1([CH2:32][NH2:33])[CH2:31][CH2:30]1, predict the reaction product. The product is: [CH:1]1([N:7]2[C:8]([OH:28])=[C:9]([C:24]([NH:33][CH2:32][CH:29]3[CH2:31][CH2:30]3)=[O:26])[C:10]([OH:23])=[C:11]([C:14]([NH:16][CH2:17][C:18]([OH:20])=[O:19])=[O:15])[C:12]2=[O:13])[CH2:6][CH2:5][CH2:4][CH2:3][CH2:2]1.